Dataset: Full USPTO retrosynthesis dataset with 1.9M reactions from patents (1976-2016). Task: Predict the reactants needed to synthesize the given product. (1) Given the product [CH3:18][O:19][C:20]1[CH:21]=[C:22]([C:2]2[CH:7]=[N:6][C:5]3=[C:8]([NH:11][CH2:12][CH2:13][CH2:14][CH2:15][CH2:16][OH:17])[S:9][N:10]=[C:4]3[CH:3]=2)[CH:23]=[CH:24][C:25]=1[O:26][CH3:27], predict the reactants needed to synthesize it. The reactants are: Br[C:2]1[CH:7]=[N:6][C:5]2=[C:8]([NH:11][CH2:12][CH2:13][CH2:14][CH2:15][CH2:16][OH:17])[S:9][N:10]=[C:4]2[CH:3]=1.[CH3:18][O:19][C:20]1[CH:21]=[C:22](B(O)O)[CH:23]=[CH:24][C:25]=1[O:26][CH3:27].C([O-])([O-])=O.[K+].[K+]. (2) Given the product [Cl:34][C:28]1[CH:29]=[C:30]([Cl:33])[CH:31]=[CH:32][C:27]=1[C:25]1[N:12]=[C:11]([C:9]2[CH:10]=[C:5]([C:3]([OH:2])=[O:4])[C:6]([C:14]3[CH:19]=[CH:18][CH:17]=[CH:16][C:15]=3[N+:20]([O-:22])=[O:21])=[CH:7][CH:8]=2)[S:13][CH:24]=1, predict the reactants needed to synthesize it. The reactants are: C[O:2][C:3]([C:5]1[C:6]([C:14]2[CH:19]=[CH:18][CH:17]=[CH:16][C:15]=2[N+:20]([O-:22])=[O:21])=[CH:7][CH:8]=[C:9]([C:11](=[S:13])[NH2:12])[CH:10]=1)=[O:4].Br[CH2:24][C:25]([C:27]1[CH:32]=[CH:31][C:30]([Cl:33])=[CH:29][C:28]=1[Cl:34])=O. (3) Given the product [NH2:7][C@@H:8]([CH2:27][C:28]1[CH:33]=[CH:32][CH:31]=[CH:30][CH:29]=1)[CH2:9][NH:10][C:11]1[C:12]2[S:25][CH:24]=[C:23]([C:38]#[N:39])[C:13]=2[N:14]=[C:15]([C:17]2[CH:18]=[CH:19][N:20]=[CH:21][CH:22]=2)[N:16]=1, predict the reactants needed to synthesize it. The reactants are: C(OC(=O)[NH:7][C@@H:8]([CH2:27][C:28]1[CH:33]=[CH:32][CH:31]=[CH:30][CH:29]=1)[CH2:9][NH:10][C:11]1[C:12]2[S:25][CH:24]=[C:23](Br)[C:13]=2[N:14]=[C:15]([C:17]2[CH:22]=[CH:21][N:20]=[CH:19][CH:18]=2)[N:16]=1)(C)(C)C.[Cu]([C:38]#[N:39])C#N. (4) Given the product [Cl:12][C:9]1[CH:10]=[CH:11][C:6]([NH:5][C:3](=[O:4])[NH:30][C:31]2[CH:47]=[CH:46][C:34]([O:35][C:36]3[CH:41]=[CH:40][N:39]=[C:38]([C:42]([NH:44][CH3:45])=[O:43])[CH:37]=3)=[CH:33][CH:32]=2)=[CH:7][C:8]=1[C:13]([F:16])([F:15])[F:14], predict the reactants needed to synthesize it. The reactants are: ClC(Cl)(Cl)[C:3]([NH:5][C:6]1[CH:11]=[CH:10][C:9]([Cl:12])=[C:8]([C:13]([F:16])([F:15])[F:14])[CH:7]=1)=[O:4].N12CCCN=C1CCCCC2.[NH2:30][C:31]1[CH:47]=[CH:46][C:34]([O:35][C:36]2[CH:41]=[CH:40][N:39]=[C:38]([C:42]([NH:44][CH3:45])=[O:43])[CH:37]=2)=[CH:33][CH:32]=1. (5) Given the product [CH2:6]([O:13][C:14]1[CH:23]=[C:22]([CH:24]2[CH2:27][CH2:26][CH2:25]2)[C:21]([Br:28])=[CH:20][C:15]=1[C:16]([O:18][CH3:19])=[O:17])[C:7]1[CH:8]=[CH:9][CH:10]=[CH:11][CH:12]=1, predict the reactants needed to synthesize it. The reactants are: C(=O)(O)[O-].[Na+].[CH2:6]([O:13][C:14]1[CH:23]=[C:22]([CH:24]2[CH2:27][CH2:26][CH2:25]2)[CH:21]=[CH:20][C:15]=1[C:16]([O:18][CH3:19])=[O:17])[C:7]1[CH:12]=[CH:11][CH:10]=[CH:9][CH:8]=1.[Br:28]Br. (6) Given the product [F:21][C:22]1[CH:23]=[C:24]([CH:25]=[CH:26][CH:27]=1)[O:28][CH2:16][CH2:15][CH2:14][O:13][C:10]1[CH:9]=[CH:8][C:7]([CH2:6][C@H:5]([O:18][CH3:19])[C:4]([OH:3])=[O:20])=[CH:12][CH:11]=1, predict the reactants needed to synthesize it. The reactants are: C([O:3][C:4](=[O:20])[C@@H:5]([O:18][CH3:19])[CH2:6][C:7]1[CH:12]=[CH:11][C:10]([O:13][CH2:14][CH2:15][CH2:16]Br)=[CH:9][CH:8]=1)C.[F:21][C:22]1[CH:23]=[C:24]([OH:28])[CH:25]=[CH:26][CH:27]=1.CO[C@@H](CC1C=CC(OCCCOC2C=CC=CC=2)=CC=1)C(O)=O. (7) Given the product [Cl:47][C:45]1[CH:44]=[C:43]([CH:48]([NH:51][C:17]([C:14]2[NH:15][CH:16]=[C:12]([C:3]3[C:2]([Cl:1])=[CH:7][N:6]=[C:5]([NH:8][CH:9]([CH3:10])[CH3:11])[CH:4]=3)[CH:13]=2)=[O:19])[CH2:49][OH:50])[CH:42]=[CH:41][CH:46]=1, predict the reactants needed to synthesize it. The reactants are: [Cl:1][C:2]1[C:3]([C:12]2[CH:13]=[C:14]([C:17]([OH:19])=O)[NH:15][CH:16]=2)=[CH:4][C:5]([NH:8][CH:9]([CH3:11])[CH3:10])=[N:6][CH:7]=1.CCN=C=NCCCN(C)C.C1C=CC2N(O)N=NC=2C=1.[CH:41]1[CH:46]=[C:45]([Cl:47])[CH:44]=[C:43]([C@H:48]([NH2:51])[CH2:49][OH:50])[CH:42]=1.C(N(C(C)C)CC)(C)C. (8) Given the product [Cl:1][C:2]1[CH:3]=[CH:4][C:5]([CH2:6][N:7]2[C:12](=[N:13][C:14]3[CH:19]=[CH:18][C:17]([O:20][CH:21]([CH3:23])[CH3:22])=[C:16]([F:24])[CH:15]=3)[NH:11][C:10](=[O:25])[N:9]([CH2:26][C:27]3[NH:41][N:40]=[N:39][N:28]=3)[C:8]2=[O:29])=[CH:30][CH:31]=1, predict the reactants needed to synthesize it. The reactants are: [Cl:1][C:2]1[CH:31]=[CH:30][C:5]([CH2:6][N:7]2[C:12](=[N:13][C:14]3[CH:19]=[CH:18][C:17]([O:20][CH:21]([CH3:23])[CH3:22])=[C:16]([F:24])[CH:15]=3)[NH:11][C:10](=[O:25])[N:9]([CH2:26][C:27]#[N:28])[C:8]2=[O:29])=[CH:4][CH:3]=1.[Cl-].[NH4+].CN(C=O)C.[N-:39]=[N+:40]=[N-:41].[Na+]. (9) Given the product [CH3:1][C:2]1([CH3:30])[O:15][C:5]2([CH2:16][NH:17][C:18]([CH:20]3[CH2:21][CH2:22][CH:23]([NH2:26])[CH2:24][CH2:25]3)=[O:19])[O:6][CH2:7][CH:8]3[O:12][C:11]([CH3:13])([CH3:14])[O:10][CH:9]3[CH:4]2[O:3]1, predict the reactants needed to synthesize it. The reactants are: [CH3:1][C:2]1([CH3:30])[O:15][C:5]2([CH2:16][NH:17][C:18]([CH:20]3[CH2:25][CH2:24][CH:23]([NH:26]C(=O)O)[CH2:22][CH2:21]3)=[O:19])[O:6][CH2:7][CH:8]3[O:12][C:11]([CH3:14])([CH3:13])[O:10][CH:9]3[CH:4]2[O:3]1.